This data is from Full USPTO retrosynthesis dataset with 1.9M reactions from patents (1976-2016). The task is: Predict the reactants needed to synthesize the given product. (1) Given the product [CH:1]1([CH2:6][CH:7]([N:11]2[C:16](=[O:17])[CH:15]=[C:14]([O:18][C:19]3[C:27]4[O:26][C:25]([CH3:28])([CH3:29])[CH2:24][C:23]=4[CH:22]=[CH:21][CH:20]=3)[CH:13]=[N:12]2)[C:8]([NH:30][C:31]2[CH:35]=[CH:34][N:33]([CH2:36][C:37]([OH:39])([CH3:38])[CH3:40])[N:32]=2)=[O:9])[CH2:2][CH2:3][CH2:4][CH2:5]1, predict the reactants needed to synthesize it. The reactants are: [CH:1]1([CH2:6][CH:7]([N:11]2[C:16](=[O:17])[CH:15]=[C:14]([O:18][C:19]3[C:27]4[O:26][C:25]([CH3:29])([CH3:28])[CH2:24][C:23]=4[CH:22]=[CH:21][CH:20]=3)[CH:13]=[N:12]2)[C:8](O)=[O:9])[CH2:5][CH2:4][CH2:3][CH2:2]1.[NH2:30][C:31]1[CH:35]=[CH:34][N:33]([CH2:36][C:37]([CH3:40])([OH:39])[CH3:38])[N:32]=1. (2) Given the product [Cl:1][C:2]1[CH:3]=[CH:4][C:5]([N:8]([C:38]([CH:40]2[CH2:41][CH2:42]2)=[O:39])[C@H:9]2[C:18]3[C:13](=[CH:14][CH:15]=[CH:16][CH:17]=3)[N:12]([C:19]([C:21]3[CH:22]=[CH:23][C:24]([O:25][CH2:26][CH2:27][C:28]([CH3:33])([CH3:34])[C:29]([OH:31])=[O:30])=[CH:35][CH:36]=3)=[O:20])[C@@H:11]([CH3:37])[CH2:10]2)=[CH:6][CH:7]=1, predict the reactants needed to synthesize it. The reactants are: [Cl:1][C:2]1[CH:7]=[CH:6][C:5]([N:8]([C:38]([CH:40]2[CH2:42][CH2:41]2)=[O:39])[C@H:9]2[C:18]3[C:13](=[CH:14][CH:15]=[CH:16][CH:17]=3)[N:12]([C:19]([C:21]3[CH:36]=[CH:35][C:24]([O:25][CH2:26][CH2:27][C:28]([CH3:34])([CH3:33])[C:29]([O:31]C)=[O:30])=[CH:23][CH:22]=3)=[O:20])[C@@H:11]([CH3:37])[CH2:10]2)=[CH:4][CH:3]=1.[OH-].[Na+].